Dataset: Forward reaction prediction with 1.9M reactions from USPTO patents (1976-2016). Task: Predict the product of the given reaction. (1) Given the reactants [CH3:1][O:2][C:3]1[CH:4]=[C:5]([C:9]#[C:10][C:11]2[CH:12]=[C:13]([CH:17]=O)[CH:14]=[N:15][CH:16]=2)[CH:6]=[CH:7][CH:8]=1.Cl.[O:20]([NH2:22])[CH3:21], predict the reaction product. The product is: [CH3:21][O:20]/[N:22]=[CH:17]/[C:13]1[CH:14]=[N:15][CH:16]=[C:11]([C:10]#[C:9][C:5]2[CH:6]=[CH:7][CH:8]=[C:3]([O:2][CH3:1])[CH:4]=2)[CH:12]=1. (2) Given the reactants [C:1](Cl)(=[O:3])[CH3:2].[OH:5][C@@:6]([CH3:14])([C:10]([F:13])([F:12])[F:11])[C:7](O)=[O:8].C(Cl)(=O)C([Cl:18])=O, predict the reaction product. The product is: [C:1]([O:5][C@@:6]([CH3:14])([C:10]([F:13])([F:12])[F:11])[C:7]([Cl:18])=[O:8])(=[O:3])[CH3:2]. (3) Given the reactants [Cl:1][C:2]1[N:3]=[C:4](Cl)[C:5]2[CH2:10][O:9][CH:8]([C:11]3[CH:16]=[CH:15][C:14]([F:17])=[CH:13][CH:12]=3)[C:6]=2[N:7]=1.[CH3:19][C@H:20]1[O:25][C@@H:24]([CH3:26])[CH2:23][NH:22][CH2:21]1, predict the reaction product. The product is: [Cl:1][C:2]1[N:3]=[C:4]([N:22]2[CH2:21][C@@H:20]([CH3:19])[O:25][C@@H:24]([CH3:26])[CH2:23]2)[C:5]2[CH2:10][O:9][CH:8]([C:11]3[CH:16]=[CH:15][C:14]([F:17])=[CH:13][CH:12]=3)[C:6]=2[N:7]=1. (4) Given the reactants [CH3:1][NH:2][CH2:3][CH2:4]N.[C:6]([C:8]1[CH:13]=[CH:12][CH:11]=[CH:10][C:9]=1[S:14](Cl)(=[O:16])=[O:15])#[N:7].C[CH2:19][N:20](CC)CC, predict the reaction product. The product is: [NH2:20][CH2:19][CH2:4][CH2:3][N:2]([CH3:1])[S:14]([C:9]1[CH:10]=[CH:11][CH:12]=[CH:13][C:8]=1[C:6]#[N:7])(=[O:16])=[O:15]. (5) Given the reactants [F:1][C:2]1[CH:11]=[C:10]2[C:5]([CH:6]=[C:7]([C:13]#[C:14][Si](C)(C)C)[C:8](=[O:12])[O:9]2)=[CH:4][CH:3]=1.C([O-])([O-])=O.[K+].[K+].[NH4+].[Cl-], predict the reaction product. The product is: [C:13]([C:7]1[C:8](=[O:12])[O:9][C:10]2[C:5]([CH:6]=1)=[CH:4][CH:3]=[C:2]([F:1])[CH:11]=2)#[CH:14]. (6) Given the reactants [H-].[Na+].[OH:3][C@:4]1([C:22]2[CH:31]=[CH:30][C:29]3[C:24](=[CH:25][C:26]([CH:34]=[CH2:35])=[C:27]([O:32][CH3:33])[CH:28]=3)[CH:23]=2)[CH2:8][N:7]([C:9]([O:11][CH2:12][CH2:13][Si:14]([CH3:17])([CH3:16])[CH3:15])=[O:10])[C@H:6]([C:18]([O:20][CH3:21])=[O:19])[CH2:5]1.[CH3:36]I, predict the reaction product. The product is: [CH3:36][O:3][C@:4]1([C:22]2[CH:31]=[CH:30][C:29]3[C:24](=[CH:25][C:26]([CH:34]=[CH2:35])=[C:27]([O:32][CH3:33])[CH:28]=3)[CH:23]=2)[CH2:8][N:7]([C:9]([O:11][CH2:12][CH2:13][Si:14]([CH3:17])([CH3:16])[CH3:15])=[O:10])[C@H:6]([C:18]([O:20][CH3:21])=[O:19])[CH2:5]1. (7) Given the reactants [F:1][C:2]1[C:3]([C:9]2[N:13]([CH:14]3[CH2:19][CH2:18][O:17][CH2:16][CH2:15]3)[C:12]([CH3:20])=[N:11][CH:10]=2)=[N:4][C:5]([NH2:8])=[N:6][CH:7]=1.[Cl:21][C:22]1[C:23]([C:29]([N:31]2[CH2:36][CH2:35][CH2:34][CH2:33][CH2:32]2)=[O:30])=[N:24][CH:25]=[C:26](Cl)[CH:27]=1.C(=O)([O-])[O-].[Cs+].[Cs+].CC1(C)C2C(=C(P(C3C=CC=CC=3)C3C=CC=CC=3)C=CC=2)OC2C(P(C3C=CC=CC=3)C3C=CC=CC=3)=CC=CC1=2, predict the reaction product. The product is: [ClH:21].[Cl:21][C:22]1[CH:27]=[C:26]([NH:8][C:5]2[N:4]=[C:3]([C:9]3[N:13]([CH:14]4[CH2:19][CH2:18][O:17][CH2:16][CH2:15]4)[C:12]([CH3:20])=[N:11][CH:10]=3)[C:2]([F:1])=[CH:7][N:6]=2)[CH:25]=[N:24][C:23]=1[C:29]([N:31]1[CH2:36][CH2:35][CH2:34][CH2:33][CH2:32]1)=[O:30]. (8) Given the reactants [OH:1][C:2]1[CH:7]=[CH:6][CH:5]=[CH:4][C:3]=1[C:8]1[CH:13]=[CH:12][C:11]([CH2:14][CH2:15][C:16]([CH3:31])([S:27]([CH3:30])(=[O:29])=[O:28])[C:17]([NH:19][O:20]C2CCCCO2)=[O:18])=[CH:10][CH:9]=1.Cl.CO, predict the reaction product. The product is: [OH:20][NH:19][C:17](=[O:18])[C:16]([CH3:31])([S:27]([CH3:30])(=[O:28])=[O:29])[CH2:15][CH2:14][C:11]1[CH:10]=[CH:9][C:8]([C:3]2[CH:4]=[CH:5][CH:6]=[CH:7][C:2]=2[OH:1])=[CH:13][CH:12]=1. (9) The product is: [Br:1][C:2]1[CH:3]=[C:4]([CH:8]=[C:9]([F:11])[CH:10]=1)[C:5]([O:7][CH2:17][CH3:18])=[O:6]. Given the reactants [Br:1][C:2]1[CH:3]=[C:4]([CH:8]=[C:9]([F:11])[CH:10]=1)[C:5]([OH:7])=[O:6].S(=O)(=O)(O)O.[CH2:17](O)[CH3:18], predict the reaction product.